From a dataset of Catalyst prediction with 721,799 reactions and 888 catalyst types from USPTO. Predict which catalyst facilitates the given reaction. (1) Reactant: FC(F)(F)C(O)=O.CC([N:12]([C@H:16]([CH3:35])[C:17]([NH:19][C:20]1[CH:21]=[N:22][C:23]([O:26][C:27]2[CH:32]=[CH:31][CH:30]=[CH:29][C:28]=2[CH2:33][CH3:34])=[CH:24][CH:25]=1)=[O:18])C(=O)[O-])(C)C. Product: [CH2:33]([C:28]1[CH:29]=[CH:30][CH:31]=[CH:32][C:27]=1[O:26][C:23]1[N:22]=[CH:21][C:20]([NH:19][C:17](=[O:18])[C@@H:16]([CH3:35])[NH2:12])=[CH:25][CH:24]=1)[CH3:34]. The catalyst class is: 4. (2) Reactant: [N:1]([C@H:4]1[C:9]([F:11])([F:10])[CH2:8][CH2:7][CH2:6][C@H:5]1[NH:12][C:13](=[O:19])[O:14][C:15]([CH3:18])([CH3:17])[CH3:16])=[N+]=[N-].[H][H]. Product: [NH2:1][C@H:4]1[C:9]([F:11])([F:10])[CH2:8][CH2:7][CH2:6][C@H:5]1[NH:12][C:13](=[O:19])[O:14][C:15]([CH3:17])([CH3:16])[CH3:18]. The catalyst class is: 19. (3) Reactant: [CH3:1][C:2]1[N:7]2[C:8](=[O:31])[C:9]([C:25]3[CH:30]=[CH:29][CH:28]=[CH:27][N:26]=3)=[C:10]([CH:12]([N:14]3C(=O)C4C(=CC=CC=4)C3=O)[CH3:13])[N:11]=[C:6]2[CH:5]=[CH:4][CH:3]=1.O.NN. Product: [NH2:14][CH:12]([C:10]1[N:11]=[C:6]2[CH:5]=[CH:4][CH:3]=[C:2]([CH3:1])[N:7]2[C:8](=[O:31])[C:9]=1[C:25]1[CH:30]=[CH:29][CH:28]=[CH:27][N:26]=1)[CH3:13]. The catalyst class is: 14. (4) Reactant: [CH2:1]([O:8][C:9]1[CH:14]=[C:13]([Cl:15])[CH:12]=[CH:11][C:10]=1[C:16]1OC(=O)[S:18][N:17]=1)[C:2]1[CH:7]=[CH:6][CH:5]=[CH:4][CH:3]=1.[C:22]([C:24]([O:26][CH2:27][CH3:28])=[O:25])#[N:23]. Product: [CH2:1]([O:8][C:9]1[CH:14]=[C:13]([Cl:15])[CH:12]=[CH:11][C:10]=1[C:16]1[N:23]=[C:22]([C:24]([O:26][CH2:27][CH3:28])=[O:25])[S:18][N:17]=1)[C:2]1[CH:3]=[CH:4][CH:5]=[CH:6][CH:7]=1. The catalyst class is: 262.